From a dataset of NCI-60 drug combinations with 297,098 pairs across 59 cell lines. Regression. Given two drug SMILES strings and cell line genomic features, predict the synergy score measuring deviation from expected non-interaction effect. (1) Cell line: NCI-H460. Drug 1: CC(C1=C(C=CC(=C1Cl)F)Cl)OC2=C(N=CC(=C2)C3=CN(N=C3)C4CCNCC4)N. Drug 2: C#CCC(CC1=CN=C2C(=N1)C(=NC(=N2)N)N)C3=CC=C(C=C3)C(=O)NC(CCC(=O)O)C(=O)O. Synergy scores: CSS=-2.02, Synergy_ZIP=-2.03, Synergy_Bliss=-3.43, Synergy_Loewe=-3.28, Synergy_HSA=-3.74. (2) Drug 1: C1CN1C2=NC(=NC(=N2)N3CC3)N4CC4. Drug 2: C1CNP(=O)(OC1)N(CCCl)CCCl. Cell line: TK-10. Synergy scores: CSS=10.1, Synergy_ZIP=-5.02, Synergy_Bliss=-3.03, Synergy_Loewe=-15.6, Synergy_HSA=-1.72.